From a dataset of Reaction yield outcomes from USPTO patents with 853,638 reactions. Predict the reaction yield, written as a fraction of the theoretical maximum amount of product (1.0 means a 100% yield; for example, 0.34 means a 34% yield). (1) The reactants are [N:1]1[C:10]2[C:5](=[CH:6][CH:7]=[CH:8][CH:9]=2)[CH:4]=[CH:3][C:2]=1[N:11]1[CH2:14][CH:13]([O:15][C:16]2[C:17]([CH:22]3[CH2:27][CH2:26][N:25](C(OC(C)(C)C)=O)[CH2:24][CH2:23]3)=[N:18][CH:19]=[CH:20][N:21]=2)[CH2:12]1.[ClH:35]. The catalyst is CO. The product is [ClH:35].[NH:25]1[CH2:26][CH2:27][CH:22]([C:17]2[C:16]([O:15][CH:13]3[CH2:14][N:11]([C:2]4[CH:3]=[CH:4][C:5]5[C:10](=[CH:9][CH:8]=[CH:7][CH:6]=5)[N:1]=4)[CH2:12]3)=[N:21][CH:20]=[CH:19][N:18]=2)[CH2:23][CH2:24]1. The yield is 1.00. (2) The reactants are [C:1]([O:5][C:6]([N:8]1[CH2:12][CH2:11][CH2:10][CH:9]1[C:13]1[NH:14][C:15]([C:20]2[CH:25]=[CH:24][C:23](Br)=[CH:22][CH:21]=2)([CH3:19])[C:16](=[O:18])[N:17]=1)=[O:7])([CH3:4])([CH3:3])[CH3:2].[B:27]1([B:27]2[O:31][C:30]([CH3:33])([CH3:32])[C:29]([CH3:35])([CH3:34])[O:28]2)[O:31][C:30]([CH3:33])([CH3:32])[C:29]([CH3:35])([CH3:34])[O:28]1.C([O-])(=O)C.[K+]. The product is [C:1]([O:5][C:6]([N:8]1[CH2:12][CH2:11][CH2:10][CH:9]1[C:13]1[NH:14][C:15]([CH3:19])([C:20]2[CH:25]=[CH:24][C:23]([B:27]3[O:31][C:30]([CH3:33])([CH3:32])[C:29]([CH3:35])([CH3:34])[O:28]3)=[CH:22][CH:21]=2)[C:16](=[O:18])[N:17]=1)=[O:7])([CH3:4])([CH3:3])[CH3:2]. The catalyst is C1C=CC([P]([Pd]([P](C2C=CC=CC=2)(C2C=CC=CC=2)C2C=CC=CC=2)([P](C2C=CC=CC=2)(C2C=CC=CC=2)C2C=CC=CC=2)[P](C2C=CC=CC=2)(C2C=CC=CC=2)C2C=CC=CC=2)(C2C=CC=CC=2)C2C=CC=CC=2)=CC=1.O1CCOCC1. The yield is 0.790. (3) The reactants are [CH3:1][NH+:2]([CH3:9])[CH2:3][CH2:4][CH2:5][C:6]([O-])=[O:7].[CH2:10](Br)[CH3:11].C(O)(C)C.[OH-:17].[K+]. The catalyst is CC(C)=O.C(O)C. The product is [CH2:10]([N+:2]([CH3:9])([CH3:1])[CH2:3][CH2:4][CH2:5][C:6]([O-:7])=[O:17])[CH3:11]. The yield is 0.430. (4) The product is [OH:61][CH2:60][CH2:59][N:58]([CH3:57])[C:32](=[O:33])[CH2:31][CH:28]1[S:27][C:26]([C:10]2[NH:11][C:12]3[C:8]([CH:9]=2)=[CH:7][C:6]([O:5][CH2:4][CH2:3][O:2][CH3:1])=[CH:14][C:13]=3[N:15]([CH3:25])[S:16]([C:19]2[CH:24]=[CH:23][CH:22]=[CH:21][N:20]=2)(=[O:17])=[O:18])=[N:30][CH2:29]1. The reactants are [CH3:1][O:2][CH2:3][CH2:4][O:5][C:6]1[CH:7]=[C:8]2[C:12](=[C:13]([N:15]([CH3:25])[S:16]([C:19]3[CH:24]=[CH:23][CH:22]=[CH:21][N:20]=3)(=[O:18])=[O:17])[CH:14]=1)[NH:11][C:10]([C:26]1[S:27][CH:28]([CH2:31][C:32](O)=[O:33])[CH2:29][N:30]=1)=[CH:9]2.N1(O)C2C=CC=CC=2N=N1.Cl.CN(C)CCCN=C=NCC.[CH3:57][NH:58][CH2:59][CH2:60][OH:61]. The yield is 0.500. The catalyst is O.CN(C)C=O. (5) The reactants are [Cl:1][C:2]1[C:7]([N+:8]([O-:10])=[O:9])=[CH:6][CH:5]=[C:4]([Cl:11])[C:3]=1[S:12](Cl)(=[O:14])=[O:13].[NH:16]1[CH2:20][CH2:19][CH2:18][CH2:17]1.C([N:23](CC)CC)C. No catalyst specified. The product is [N:16]1([C:6]2[CH:5]=[C:4]([Cl:11])[C:3]([S:12]([NH2:23])(=[O:14])=[O:13])=[C:2]([Cl:1])[C:7]=2[N+:8]([O-:10])=[O:9])[CH2:20][CH2:19][CH2:18][CH2:17]1. The yield is 0.680. (6) The reactants are [N+:1]([C:4]1[CH:5]=[N:6][CH:7]=[CH:8][C:9]=1[CH:10](C(OC)=O)[C:11]([O:13][CH3:14])=[O:12])([O-:3])=[O:2].[Cl-].[Li+].O.CS(C)=O. The catalyst is C(OCC)(=O)C. The product is [N+:1]([C:4]1[CH:5]=[N:6][CH:7]=[CH:8][C:9]=1[CH2:10][C:11]([O:13][CH3:14])=[O:12])([O-:3])=[O:2]. The yield is 0.612. (7) The reactants are Br[C:2]1[C:6]2[N:7]=[C:8]([Cl:11])[N:9]=[CH:10][C:5]=2[S:4][CH:3]=1.[N+:12]([C:15]1[CH:16]=[C:17](B(O)O)[CH:18]=[CH:19][CH:20]=1)([O-:14])=[O:13]. No catalyst specified. The product is [Cl:11][C:8]1[N:9]=[CH:10][C:5]2[S:4][CH:3]=[C:2]([C:19]3[CH:18]=[CH:17][CH:16]=[C:15]([N+:12]([O-:14])=[O:13])[CH:20]=3)[C:6]=2[N:7]=1. The yield is 0.730. (8) The reactants are [H-].[Na+].[F:3][C:4]([F:14])([F:13])[CH:5]([C:7]1[CH:12]=[CH:11][CH:10]=[CH:9][CH:8]=1)[OH:6].[Cl:15][C:16]1[CH:21]=[C:20](Cl)[N:19]=[CH:18][N:17]=1. The catalyst is C1COCC1.CCOC(C)=O. The product is [Cl:15][C:16]1[CH:21]=[C:20]([O:6][CH:5]([C:7]2[CH:12]=[CH:11][CH:10]=[CH:9][CH:8]=2)[C:4]([F:13])([F:14])[F:3])[N:19]=[CH:18][N:17]=1. The yield is 0.950.